This data is from Retrosynthesis with 50K atom-mapped reactions and 10 reaction types from USPTO. The task is: Predict the reactants needed to synthesize the given product. (1) Given the product CN(C(=O)Oc1ccc(NS(=O)(=O)c2ccccc2)cn1)c1ccccc1, predict the reactants needed to synthesize it. The reactants are: CN(C(=O)Oc1ccc(N)cn1)c1ccccc1.O=S(=O)(Cl)c1ccccc1. (2) Given the product CC1(C)Cc2cc(C(=O)NS(=O)(=O)C3CC3)ccc2NC1c1cccc(N2C(=O)OC[C@H]2Cc2ccccc2)c1, predict the reactants needed to synthesize it. The reactants are: CC1(C)Cc2cc(C(=O)O)ccc2NC1c1cccc(N2C(=O)OC[C@H]2Cc2ccccc2)c1.NS(=O)(=O)C1CC1. (3) Given the product O=C1Nc2ccc(C#Cc3ccc([N+](=O)[O-])cc3)cc2/C1=C/c1ccc[nH]1, predict the reactants needed to synthesize it. The reactants are: C#Cc1ccc2c(c1)/C(=C/c1ccc[nH]1)C(=O)N2.O=[N+]([O-])c1ccc(I)cc1.